Dataset: Catalyst prediction with 721,799 reactions and 888 catalyst types from USPTO. Task: Predict which catalyst facilitates the given reaction. (1) Reactant: CON(C)[C:4](=[O:23])[CH:5]([C:11]1[CH:12]=[C:13]2[C:18](=[CH:19][CH:20]=1)[S:17][CH2:16][CH2:15][C:14]2([CH3:22])[CH3:21])[CH2:6][CH2:7][CH2:8][CH2:9][CH3:10].[H-].[Al+3].[Li+].[H-].[H-].[H-].OS([O-])(=O)=O.[K+]. Product: [CH3:21][C:14]1([CH3:22])[C:13]2[C:18](=[CH:19][CH:20]=[C:11]([CH:5]([CH2:6][CH2:7][CH2:8][CH2:9][CH3:10])[CH:4]=[O:23])[CH:12]=2)[S:17][CH2:16][CH2:15]1. The catalyst class is: 1. (2) Reactant: [CH2:1]([O:8][C:9]([N:11]1[CH2:16][CH2:15][CH:14]([C:17]([NH:19][NH:20][C:21](=[O:23])[CH3:22])=O)[CH2:13][CH2:12]1)=[O:10])[C:2]1[CH:7]=[CH:6][CH:5]=[CH:4][CH:3]=1.O=P(Cl)(Cl)Cl. Product: [CH2:1]([O:8][C:9]([N:11]1[CH2:12][CH2:13][CH:14]([C:17]2[O:23][C:21]([CH3:22])=[N:20][N:19]=2)[CH2:15][CH2:16]1)=[O:10])[C:2]1[CH:3]=[CH:4][CH:5]=[CH:6][CH:7]=1. The catalyst class is: 10. (3) Reactant: C([NH:4][C:5]1[C:14]([Cl:15])=[CH:13][C:8]([C:9]([O:11][CH3:12])=[O:10])=[C:7]([CH3:16])[CH:6]=1)(=O)C.C([O-])([O-])=O.[K+].[K+]. Product: [NH2:4][C:5]1[C:14]([Cl:15])=[CH:13][C:8]([C:9]([O:11][CH3:12])=[O:10])=[C:7]([CH3:16])[CH:6]=1. The catalyst class is: 5. (4) Reactant: [F:1][CH:2]([F:32])[C:3]1[N:7]([C:8]2[N:13]=[C:12]([N:14]3[CH2:19][CH2:18][O:17][CH2:16][CH2:15]3)[N:11]=[C:10]([NH:20][C@H:21]3[CH2:26][CH2:25][C@H:24]([NH2:27])[CH2:23][CH2:22]3)[CH:9]=2)[C:6]2[CH:28]=[CH:29][CH:30]=[CH:31][C:5]=2[N:4]=1.N1C=CC=CC=1.Cl[CH2:40][CH2:41][CH2:42][S:43](Cl)(=[O:45])=[O:44]. Product: [F:32][CH:2]([F:1])[C:3]1[N:7]([C:8]2[N:13]=[C:12]([N:14]3[CH2:15][CH2:16][O:17][CH2:18][CH2:19]3)[N:11]=[C:10]([NH:20][C@H:21]3[CH2:22][CH2:23][C@H:24]([N:27]4[CH2:40][CH2:41][CH2:42][S:43]4(=[O:45])=[O:44])[CH2:25][CH2:26]3)[CH:9]=2)[C:6]2[CH:28]=[CH:29][CH:30]=[CH:31][C:5]=2[N:4]=1. The catalyst class is: 4.